This data is from Full USPTO retrosynthesis dataset with 1.9M reactions from patents (1976-2016). The task is: Predict the reactants needed to synthesize the given product. (1) The reactants are: [F:1][C:2]1[CH:3]=[C:4]([CH2:18][N:19]2C(=O)C3C(=CC=CC=3)C2=O)[CH:5]=[C:6]([C:8]2[CH:13]=[N:12][C:11]([C:14]([F:17])([F:16])[F:15])=[CH:10][N:9]=2)[CH:7]=1. Given the product [F:1][C:2]1[CH:3]=[C:4]([CH2:18][NH2:19])[CH:5]=[C:6]([C:8]2[CH:13]=[N:12][C:11]([C:14]([F:16])([F:17])[F:15])=[CH:10][N:9]=2)[CH:7]=1, predict the reactants needed to synthesize it. (2) Given the product [NH2:11][C:10]1[C:5]([C:3]([O:2][CH3:1])=[O:4])=[N:6][C:7]([Br:12])=[CH:8][N:9]=1, predict the reactants needed to synthesize it. The reactants are: [CH3:1][O:2][C:3]([C:5]1[C:10]([NH2:11])=[N:9][CH:8]=[CH:7][N:6]=1)=[O:4].[Br:12]N1C(=O)CCC1=O. (3) Given the product [C:24]([Si:21]([CH3:23])([CH3:22])[O:5][C@H:4]1[C@H:3]([O:2][CH3:1])[C@H:6]([O:7][CH3:8])[C@@H:9]([O:10][CH3:11])[C@H:12]([CH3:14])[O:13]1)([CH3:27])([CH3:26])[CH3:25], predict the reactants needed to synthesize it. The reactants are: [CH3:1][O:2][C@H:3]([C@@H:6]([C@H:9]([C@H:12]([CH3:14])[OH:13])[O:10][CH3:11])[O:7][CH3:8])[CH:4]=[O:5].N1C=CN=C1.Cl[Si:21]([C:24]([CH3:27])([CH3:26])[CH3:25])([CH3:23])[CH3:22]. (4) Given the product [Cl:1][C:2]1[CH:7]=[CH:6][C:5]([C@H:8]2[CH2:13][C@H:12]([C:14]3[O:21][NH:28][C:16](=[O:17])[CH:15]=3)[CH2:11][CH2:10][N:9]2[C:22]([O:24][CH3:25])=[O:23])=[CH:4][CH:3]=1, predict the reactants needed to synthesize it. The reactants are: [Cl:1][C:2]1[CH:7]=[CH:6][C:5]([C@H:8]2[CH2:13][C@H:12]([C:14](=[O:21])[CH2:15][C:16](OCC)=[O:17])[CH2:11][CH2:10][N:9]2[C:22]([O:24][CH3:25])=[O:23])=[CH:4][CH:3]=1.[OH-].[Na+].[NH2:28]O.Cl. (5) Given the product [CH3:30][NH:32][C:1]([CH:4]1[CH2:9][CH2:8][CH2:7][N:6]([C:10]([NH:12][C:13]2[CH:14]=[CH:15][C:16]3[N:17]([CH:27]([CH3:28])[CH3:29])[C:18]4[C:23]([C:24]=3[C:25]=2[CH3:26])=[CH:22][CH:21]=[CH:20][CH:19]=4)=[O:11])[CH2:5]1)=[O:2], predict the reactants needed to synthesize it. The reactants are: [C:1]([CH:4]1[CH2:9][CH2:8][CH2:7][N:6]([C:10]([NH:12][C:13]2[CH:14]=[CH:15][C:16]3[N:17]([CH:27]([CH3:29])[CH3:28])[C:18]4[C:23]([C:24]=3[C:25]=2[CH3:26])=[CH:22][CH:21]=[CH:20][CH:19]=4)=[O:11])[CH2:5]1)(O)=[O:2].[CH2:30]([N:32](CC)CC)C.C(OC(Cl)=O)C.CN. (6) The reactants are: C([C:3]1([C:16]([O-:18])=O)[CH2:8][CH2:7][N:6]([C:9]([O:11][C:12]([CH3:15])([CH3:14])[CH3:13])=[O:10])[CH2:5][CH2:4]1)C.O.[NH2:20][NH2:21]. Given the product [NH:20]([C:16]([CH:3]1[CH2:8][CH2:7][N:6]([C:9]([O:11][C:12]([CH3:15])([CH3:14])[CH3:13])=[O:10])[CH2:5][CH2:4]1)=[O:18])[NH2:21], predict the reactants needed to synthesize it.